From a dataset of Full USPTO retrosynthesis dataset with 1.9M reactions from patents (1976-2016). Predict the reactants needed to synthesize the given product. (1) The reactants are: [CH2:1]([O:8][C:9](=[O:46])[N:10]([C@@H:12]([CH3:45])[C:13]([N:15]([C@H:17]([C:40]1[O:41]C=CC=1)[C@H:18]([CH3:39])[CH2:19][CH2:20][O:21][Si:22]([C:35]([CH3:38])([CH3:37])[CH3:36])([C:29]1[CH:34]=[CH:33][CH:32]=[CH:31][CH:30]=1)[C:23]1[CH:28]=[CH:27][CH:26]=[CH:25][CH:24]=1)[CH3:16])=[O:14])[CH3:11])[C:2]1[CH:7]=[CH:6][CH:5]=[CH:4][CH:3]=1.[OH2:47].C(Cl)(Cl)(Cl)Cl.CC#N. Given the product [CH2:1]([O:8][C:9]([N:10]([CH3:11])[C@@H:12]([CH3:45])[C:13]([N:15]([C@@H:17]([C@H:18]([CH3:39])[CH2:19][CH2:20][O:21][Si:22]([C:35]([CH3:37])([CH3:36])[CH3:38])([C:29]1[CH:34]=[CH:33][CH:32]=[CH:31][CH:30]=1)[C:23]1[CH:28]=[CH:27][CH:26]=[CH:25][CH:24]=1)[C:40]([OH:41])=[O:47])[CH3:16])=[O:14])=[O:46])[C:2]1[CH:7]=[CH:6][CH:5]=[CH:4][CH:3]=1, predict the reactants needed to synthesize it. (2) Given the product [CH3:34][O:35][C:36](=[O:37])[NH:38][C:39]1[NH:32][C:30]2=[N:31][C:26]([C:23]3[CH:24]=[CH:25][C:19]4[O:18][CH2:17][CH2:16][N:15]([C:10]5[C:9]([CH2:8][C:5]6[CH:6]=[CH:7][C:2]([F:1])=[CH:3][CH:4]=6)=[CH:14][N:13]=[CH:12][N:11]=5)[CH2:21][C:20]=4[CH:22]=3)=[CH:27][CH:28]=[C:29]2[N:33]=1, predict the reactants needed to synthesize it. The reactants are: [F:1][C:2]1[CH:7]=[CH:6][C:5]([CH2:8][C:9]2[C:10]([N:15]3[CH2:21][C:20]4[CH:22]=[C:23]([C:26]5[N:31]=[C:30]([NH2:32])[C:29]([NH2:33])=[CH:28][CH:27]=5)[CH:24]=[CH:25][C:19]=4[O:18][CH2:17][CH2:16]3)=[N:11][CH:12]=[N:13][CH:14]=2)=[CH:4][CH:3]=1.[CH3:34][O:35][C:36]([NH:38][C:39](=NC(OC)=O)SC)=[O:37]. (3) Given the product [O:23]1[CH:24]=[CH:25][CH:26]=[C:22]1[C:20]1[CH:19]=[CH:18][C:13]([C:14]([O-:16])=[O:15])=[C:12]([NH:11][C:9](=[O:10])[C:8]2[CH:27]=[C:28]([C:31]3[CH:32]=[N:33][CH:34]=[CH:35][CH:36]=3)[CH:29]=[CH:30][C:7]=2[OH:6])[CH:21]=1.[Na+:2], predict the reactants needed to synthesize it. The reactants are: [OH-].[Na+:2].C([O:6][C:7]1[CH:30]=[CH:29][C:28]([C:31]2[CH:32]=[N:33][CH:34]=[CH:35][CH:36]=2)=[CH:27][C:8]=1[C:9]([NH:11][C:12]1[CH:21]=[C:20]([C:22]2[O:23][CH:24]=[CH:25][CH:26]=2)[CH:19]=[CH:18][C:13]=1[C:14]([O:16]C)=[O:15])=[O:10])(=O)C.C(O)(=O)CC(CC(O)=O)(C(O)=O)O. (4) Given the product [C:1]([C:5]1[C:6]2[O:22][CH:13]([C:14]3[CH:19]=[CH:18][CH:17]=[CH:16][CH:15]=3)[C:12](=[O:21])[NH:11][C:7]=2[CH:8]=[CH:9][CH:10]=1)([CH3:4])([CH3:3])[CH3:2], predict the reactants needed to synthesize it. The reactants are: [C:1]([C:5]1[C:6]([OH:22])=[C:7]([NH:11][C:12](=[O:21])[CH:13](Cl)[C:14]2[CH:19]=[CH:18][CH:17]=[CH:16][CH:15]=2)[CH:8]=[CH:9][CH:10]=1)([CH3:4])([CH3:3])[CH3:2].C(=O)([O-])[O-].[K+].[K+].Cl.